This data is from TCR-epitope binding with 47,182 pairs between 192 epitopes and 23,139 TCRs. The task is: Binary Classification. Given a T-cell receptor sequence (or CDR3 region) and an epitope sequence, predict whether binding occurs between them. The epitope is VVYRGTTTY. The TCR CDR3 sequence is CASGMGVNTEAFF. Result: 1 (the TCR binds to the epitope).